Binary Classification. Given a drug SMILES string, predict its activity (active/inactive) in a high-throughput screening assay against a specified biological target. From a dataset of HIV replication inhibition screening data with 41,000+ compounds from the AIDS Antiviral Screen. (1) The result is 0 (inactive). The molecule is O=C(Cc1ccccc1)NN=C(c1nc2ccc([N+](=O)[O-])cc2nc1O)C(O)c1ccc(C(O)C(=NNC(=O)Cc2ccccc2)c2nc3ccc([N+](=O)[O-])cc3nc2O)cc1. (2) The drug is CCCCCCCCCCCCCC(=O)OC1CCC(NC(=O)C(OC)C(O)C(O)C(O)C=CC(C)C)C(=O)NC1. The result is 0 (inactive). (3) The molecule is O=C1OCC=C1COC1OC(CO)C(O)C(O)C1O. The result is 0 (inactive). (4) The molecule is O=C(O)CCCCCCCCCCCC(=O)O. The result is 0 (inactive). (5) The molecule is Cl.N=C(N)NN=Cc1c(-c2ccc(Cl)cc2)nc2sc(Cl)cn12. The result is 0 (inactive).